This data is from Reaction yield outcomes from USPTO patents with 853,638 reactions. The task is: Predict the reaction yield, written as a fraction of the theoretical maximum amount of product (1.0 means a 100% yield; for example, 0.34 means a 34% yield). (1) The yield is 0.950. The reactants are Cl.[C:2]([C:4]1[CH:9]=[CH:8][C:7]([NH:10][NH2:11])=[CH:6][CH:5]=1)#[N:3].[CH3:12][C:13]([CH3:20])([CH3:19])[C:14](=O)[CH2:15][C:16]#[N:17]. The catalyst is CCO. The product is [NH2:17][C:16]1[N:10]([C:7]2[CH:8]=[CH:9][C:4]([C:2]#[N:3])=[CH:5][CH:6]=2)[N:11]=[C:14]([C:13]([CH3:20])([CH3:19])[CH3:12])[CH:15]=1. (2) The reactants are Br[C:2]1[CH:3]=[C:4]([C:8]2[C:17]3[C:12](=[N:13][CH:14]=[C:15]([C:18](=[O:26])[C:19]4[CH:24]=[CH:23][C:22]([Cl:25])=[CH:21][CH:20]=4)[CH:16]=3)[N:11]([CH3:27])[C:10](=[O:28])[CH:9]=2)[CH:5]=[CH:6][CH:7]=1.[Si:29]([C:33]#[CH:34])([CH3:32])([CH3:31])[CH3:30]. The catalyst is C1COCC1.CCOC(C)=O.C1C=CC([P]([Pd]([P](C2C=CC=CC=2)(C2C=CC=CC=2)C2C=CC=CC=2)([P](C2C=CC=CC=2)(C2C=CC=CC=2)C2C=CC=CC=2)[P](C2C=CC=CC=2)(C2C=CC=CC=2)C2C=CC=CC=2)(C2C=CC=CC=2)C2C=CC=CC=2)=CC=1.[Cu]I. The product is [Cl:25][C:22]1[CH:23]=[CH:24][C:19]([C:18]([C:15]2[CH:16]=[C:17]3[C:12](=[N:13][CH:14]=2)[N:11]([CH3:27])[C:10](=[O:28])[CH:9]=[C:8]3[C:4]2[CH:5]=[CH:6][CH:7]=[C:2]([C:34]#[C:33][Si:29]([CH3:32])([CH3:31])[CH3:30])[CH:3]=2)=[O:26])=[CH:20][CH:21]=1. The yield is 0.800. (3) The reactants are [N:1]([CH2:4][C:5]1[CH:10]=[CH:9][N:8]([C:11]2[CH:15]=[CH:14][S:13][CH:12]=2)[C:7](=[O:16])[CH:6]=1)=[N+]=[N-].C1(P(C2C=CC=CC=2)C2C=CC=CC=2)C=CC=CC=1.O. The catalyst is O1CCCC1. The product is [NH2:1][CH2:4][C:5]1[CH:10]=[CH:9][N:8]([C:11]2[CH:15]=[CH:14][S:13][CH:12]=2)[C:7](=[O:16])[CH:6]=1. The yield is 0.340. (4) The catalyst is CN(C)C=O. The product is [CH3:9][C:17]1[N:8]([CH:25]([C:27]2[CH:32]=[CH:31][CH:30]=[CH:29][CH:28]=2)[CH3:26])[C:7]2[C:2](=[N:3][CH:4]=[CH:5][CH:6]=2)[C:16]=1[C:15]([O:20][CH3:21])=[O:19]. The yield is 0.120. The reactants are I[C:2]1[C:7]([NH2:8])=[CH:6][CH:5]=[CH:4][N:3]=1.[C:9](=O)([O-])[O-].[Cs+].[Cs+].[C:15]([O:20][CH3:21])(=[O:19])[C:16](C)=[CH2:17].[H-].[Na+].Br[CH:25]([C:27]1[CH:32]=[CH:31][CH:30]=[CH:29][CH:28]=1)[CH3:26]. (5) The reactants are [F:1][C:2]1[CH:9]=[CH:8][C:5]([CH:6]=[O:7])=[C:4]([OH:10])[CH:3]=1.[CH2:11](Cl)[C:12]1[CH:17]=[CH:16][CH:15]=[CH:14][CH:13]=1.C([O-])([O-])=O.[K+].[K+].CCOC(C)=O.O. The catalyst is CN(C=O)C. The yield is 0.680. The product is [CH2:11]([O:10][C:4]1[CH:3]=[C:2]([F:1])[CH:9]=[CH:8][C:5]=1[CH:6]=[O:7])[C:12]1[CH:17]=[CH:16][CH:15]=[CH:14][CH:13]=1.